From a dataset of Reaction yield outcomes from USPTO patents with 853,638 reactions. Predict the reaction yield, written as a fraction of the theoretical maximum amount of product (1.0 means a 100% yield; for example, 0.34 means a 34% yield). (1) The reactants are [Cl:1][C:2]1[N:3]=[C:4](Cl)[C:5]2[CH2:10][CH2:9][C:8]([CH3:17])([C:11]3[CH:16]=[CH:15][CH:14]=[CH:13][CH:12]=3)[C:6]=2[N:7]=1.[CH2:19]([NH2:21])[CH3:20]. The catalyst is C1COCC1.CO. The product is [Cl:1][C:2]1[N:3]=[C:4]([NH:21][CH2:19][CH3:20])[C:5]2[CH2:10][CH2:9][C:8]([CH3:17])([C:11]3[CH:16]=[CH:15][CH:14]=[CH:13][CH:12]=3)[C:6]=2[N:7]=1. The yield is 0.860. (2) The reactants are [NH2:1][C:2]1[N:10]=[C:9]([CH3:11])[CH:8]=[C:7]([CH3:12])[C:3]=1[C:4]([NH2:6])=[O:5].[C:13]([Si:17]([CH3:33])([CH3:32])[O:18][CH2:19][CH2:20][O:21][C:22]1[C:29]([CH3:30])=[CH:28][C:25]([CH:26]=O)=[CH:24][C:23]=1[CH3:31])([CH3:16])([CH3:15])[CH3:14].S([O-])(O)=O.[Na+].C1(C)C=CC(S(O)(=O)=O)=CC=1.C(=O)(O)[O-].[Na+]. The catalyst is CN(C)C(=O)C.O. The product is [C:13]([Si:17]([CH3:33])([CH3:32])[O:18][CH2:19][CH2:20][O:21][C:22]1[C:23]([CH3:31])=[CH:24][C:25]([C:26]2[NH:6][C:4](=[O:5])[C:3]3[C:7]([CH3:12])=[CH:8][C:9]([CH3:11])=[N:10][C:2]=3[N:1]=2)=[CH:28][C:29]=1[CH3:30])([CH3:16])([CH3:15])[CH3:14]. The yield is 0.0800. (3) The reactants are Br[C:2]1[CH:11]=[C:10]2[C:5]([CH:6]=[CH:7][N:8]=[CH:9]2)=[CH:4][CH:3]=1.[C:12]([O-])(O)=O.[Na+].C(OC([NH:24][CH2:25][CH2:26][NH2:27])=O)(C)(C)C.N1[CH:33]=[CH:32][CH:31]=[CH:30][CH:29]=1.[SH:34]([O:37]Cl)(=O)=[O:35]. The catalyst is C(Cl)Cl. The product is [NH2:27][CH2:26][CH2:25][NH:24][S:34]([C:4]1[C:5]2[CH:6]=[CH:7][N:8]=[CH:9][C:10]=2[CH:11]=[C:2]([C:29]2[CH:12]=[CH:33][CH:32]=[CH:31][CH:30]=2)[CH:3]=1)(=[O:37])=[O:35]. The yield is 0.500. (4) The reactants are Br[C:2]1[CH:3]=[C:4]2[C:9](=[CH:10][CH:11]=1)[N:8]=[CH:7][NH:6][C:5]2=[O:12].[C:13]1(B(O)O)[C:22]2[C:17](=[CH:18][CH:19]=[CH:20][CH:21]=2)[CH:16]=[CH:15][CH:14]=1.C(=O)([O-])[O-].[K+].[K+].C1(P(C2C=CC=CC=2)C2C=CC=CC=2)C=CC=CC=1.C(=O)(O)[O-]. The catalyst is CN(C)C(=O)C.C(O)C.O.C1C=CC(/C=C/C(/C=C/C2C=CC=CC=2)=O)=CC=1.C1C=CC(/C=C/C(/C=C/C2C=CC=CC=2)=O)=CC=1.C1C=CC(/C=C/C(/C=C/C2C=CC=CC=2)=O)=CC=1.[Pd].[Pd].C(Cl)Cl. The product is [CH:21]1[C:22]2[C:17](=[CH:16][CH:15]=[CH:14][CH:13]=2)[CH:18]=[CH:19][C:20]=1[C:2]1[CH:3]=[C:4]2[C:9](=[CH:10][CH:11]=1)[N:8]=[CH:7][NH:6][C:5]2=[O:12]. The yield is 0.460. (5) The reactants are Cl.[Cl:2][C:3]1[CH:8]=[CH:7][C:6]([CH:9]([NH:14][C:15]([C:17]2([NH:32]C(=O)OC(C)(C)C)[CH2:22][CH2:21][N:20]([C:23]3[C:24]4[CH:31]=[CH:30][NH:29][C:25]=4[N:26]=[CH:27][N:28]=3)[CH2:19][CH2:18]2)=[O:16])[CH2:10][CH2:11][NH:12][CH3:13])=[CH:5][CH:4]=1. The catalyst is C(Cl)Cl.CO. The product is [NH2:32][C:17]1([C:15]([NH:14][CH:9]([C:6]2[CH:5]=[CH:4][C:3]([Cl:2])=[CH:8][CH:7]=2)[CH2:10][CH2:11][NH:12][CH3:13])=[O:16])[CH2:18][CH2:19][N:20]([C:23]2[C:24]3[CH:31]=[CH:30][NH:29][C:25]=3[N:26]=[CH:27][N:28]=2)[CH2:21][CH2:22]1. The yield is 0.860. (6) The reactants are [CH3:1][O:2][C:3]1[CH:8]=[CH:7][CH:6]=[CH:5][C:4]=1[N:9]1[CH2:14][CH2:13][NH:12][CH2:11][CH2:10]1.[Cl:15][C:16]([Cl:21])([Cl:20])[C:17](Cl)=[O:18].C(N(C(C)C)CC)(C)C. The catalyst is ClCCl. The product is [CH3:1][O:2][C:3]1[CH:8]=[CH:7][CH:6]=[CH:5][C:4]=1[N:9]1[CH2:14][CH2:13][N:12]([C:17](=[O:18])[C:16]([Cl:21])([Cl:20])[Cl:15])[CH2:11][CH2:10]1. The yield is 0.910.